This data is from Experimentally validated miRNA-target interactions with 360,000+ pairs, plus equal number of negative samples. The task is: Binary Classification. Given a miRNA mature sequence and a target amino acid sequence, predict their likelihood of interaction. (1) The miRNA is hsa-miR-6797-5p with sequence AGGAGGGAAGGGGCUGAGAACAGGA. The protein sequence of the target gene is MTTATRQEVLGLYRSIFRLARKWQATSGQMEDTIKEKQYILNEARTLFRKNKNLTDTDLIKQCIDECTARIEIGLHYKIPYPRPIHLPPMGLTPLRGRGLRSQEKLRKLSKPVYLRSHDEVS. Result: 0 (no interaction). (2) The miRNA is hsa-miR-548v with sequence AGCUACAGUUACUUUUGCACCA. The protein sequence of the target gene is MSAVGAATPYLHHPGDSHSGRVSFLGAQLPPEVAAMARLLGDLDRSTFRKLLKFVVSSLQGEDCREAVQRLGVSANLPEEQLGALLAGMHTLLQQALRLPPTSLKPDTFRDQLQELCIPQDLVGDLASVVFGSQRPLLDSVAQQQGAWLPHVADFRWRVDVAISTSALARSLQPSVLMQLKLSDGSAYRFEVPTAKFQELRYSVALVLKEMADLEKRCERRLQD. Result: 0 (no interaction). (3) The miRNA is hsa-miR-5010-5p with sequence AGGGGGAUGGCAGAGCAAAAUU. The protein sequence of the target gene is MNPVYSPVQPGAPYGNPKNMAYTGYPTAYPAAAPAYNPSLYPTNSPSYAPEFQFLHSAYATLLMKQAWPQNSSSCGTEGTFHLPVDTGTENRTYQASSAAFRYTAGTPYKVPPTQSNTAPPPYSPSPNPYQTAMYPIRSAYPQQNLYAQGAYYTQPVYAAQPHVIHHTTVVQPNSIPSAIYPAPVAAPRTNGVAMGMVAGTTMAMSAGTLLTTPQHTAIGAHPVSMPTYRAQGTPAYSYVPPHW. Result: 0 (no interaction). (4) The miRNA is rno-miR-34a-5p with sequence UGGCAGUGUCUUAGCUGGUUGU. The protein sequence of the target gene is MSSKPEPKDVHQLNGTGPSASPCSSDGPGREPLAGTSEFLGPDGAGVEVVIESRANAKGVREEDALLENGSQSNESDDVSTDRGPAPPSPLKETSFSIGLQVLFPFLLAGFGTVAAGMVLDIVQHWEVFQKVTEVFILVPALLGLKGNLEMTLASRLSTAANIGHMDTPKELWRMITGNMALIQVQATVVGFLASIAAVVFGWIPDGHFSIPHAFLLCASSVATAFIASLVLGMIMIGVIIGSRKIGINPDNVATPIAASLGDLITLALLSGISWGLYLELNHWRYIYPLVCAFFVALLP.... Result: 0 (no interaction). (5) The miRNA is cel-miR-81-3p with sequence UGAGAUCAUCGUGAAAGCUAGU. The protein sequence of the target gene is MLAATCNKIGSPSPSPSSLSDSSSSFGKGFHPWKRSSSSSSASCNVVGSSLSSFGVSGASRNGGSSSAAAAAAAAAAAAAALVSDSFSCGGSPGSSAFSLTSSSAAAAAAAAAAAASSSPFANDYSVFQAPGVSGGSGGGGGGGGGGSSAHSQDGSHQPVFISKVHTSVDGLQGIYPRVGMAHPYESWFKPSHPGLGAAGEVGSAGASSWWDVGAGWIDVQNPNSAAALPGSLHPAAGGLQTSLHSPLGGYNSDYSGLSHSAFSSGASSHLLSPAGQHLMDGFKPVLPGSYPDSAPSPLA.... Result: 0 (no interaction). (6) The miRNA is hsa-miR-664a-5p with sequence ACUGGCUAGGGAAAAUGAUUGGAU. The protein sequence of the target gene is MLSSFPVVLLETMSHYTDEPRFTIEQIDLLQRLRRTGMTKHEILHALETLDRLDQEHSDKFGRRSSYGGSSYGNSTNNVPASSSTATASTQTQHSGMSPSPSNSYDTSPQPCTTNQNGRENNERLSTSNGKMSPTRYHANSMGQRSYSFEASEEDLDVDDKVEELMRRDSSVIKEEIKAFLANRRISQAVVAQVTGISQSRISHWLLQQGSDLSEQKKRAFYRWYQLEKTNPGATLSMRPAPIPIEDPEWRQTPPPVSATSGTFRLRRGSRFTWRKECLAVMESYFNENQYPDEAKREEI.... Result: 0 (no interaction). (7) The miRNA is mmu-miR-1955-3p with sequence GAGCAUUGCAUGCUGGGACAU. The protein sequence of the target gene is MAEAPQVVETDPDFEPLPRQRSCTWPLPRPEFNQSNSTTSSPAPSGSTAANPDATASLASASAVSTDFMSNLSLLEESEDFARAPGCVAVAAAAAASRGLCGDFQGPEAGCVHSAPPQPPPTGPLSQPPPVPPAAAGPLAGQPRKTSSSRRNAWGNLSYADLITKAIESSAEKRLTLSQIYEWMVKSVPYFKDKGDSNSSAGWKNSIRHNLSLHSKFIRVQNEGTGKSSWWMLNPEGGKSGKSPRRRAASMDNNSKFAKSRGRAAKKKASLQSGQEGPGDSPGSQFSKWPASPGSHSNDD.... Result: 0 (no interaction).